From a dataset of Forward reaction prediction with 1.9M reactions from USPTO patents (1976-2016). Predict the product of the given reaction. (1) The product is: [CH3:1][N:2]1[C:7](=[O:8])[N:6]2[CH:9]=[N:10][C:11]([C:12]3[O:23][C:16]([C:17]4[CH:18]=[CH:19][CH:20]=[CH:21][CH:22]=4)=[CH:15][N:14]=3)=[C:5]2[N:4]=[N:3]1. Given the reactants [CH3:1][N:2]1[C:7](=[O:8])[N:6]2[CH:9]=[N:10][C:11]([C:12]([NH:14][CH2:15][C:16](=[O:23])[C:17]3[CH:22]=[CH:21][CH:20]=[CH:19][CH:18]=3)=O)=[C:5]2[N:4]=[N:3]1.P(Cl)(Cl)(Cl)=O, predict the reaction product. (2) Given the reactants [Cl:1][CH2:2][CH2:3][N:4]1[C:12]2[C:7](=[CH:8][C:9]([O:13][CH3:14])=[CH:10][CH:11]=2)[CH:6]=[C:5]1[CH2:15][OH:16], predict the reaction product. The product is: [Cl:1][CH2:2][CH2:3][N:4]1[C:12]2[C:7](=[CH:8][C:9]([O:13][CH3:14])=[CH:10][CH:11]=2)[CH:6]=[C:5]1[CH:15]=[O:16]. (3) Given the reactants [CH:1]1([NH2:4])[CH2:3][CH2:2]1.[C:5](=[O:16])(OC(Cl)(Cl)Cl)OC(Cl)(Cl)Cl.[CH2:17]([N:19]1[C:27]([C:28]2[CH:29]=[N:30][C:31]([CH3:34])=[N:32][CH:33]=2)=[N:26][C:25]2[C:20]1=[N:21][CH:22]=[N:23][C:24]=2[NH:35][C@H:36]1[CH2:40][CH2:39][NH:38][CH2:37]1)[CH3:18], predict the reaction product. The product is: [CH:1]1([NH:4][C:5]([N:38]2[CH2:39][CH2:40][C@H:36]([NH:35][C:24]3[N:23]=[CH:22][N:21]=[C:20]4[C:25]=3[N:26]=[C:27]([C:28]3[CH:33]=[N:32][C:31]([CH3:34])=[N:30][CH:29]=3)[N:19]4[CH2:17][CH3:18])[CH2:37]2)=[O:16])[CH2:3][CH2:2]1. (4) Given the reactants CC1(C)C(C)(C)OB([C:9]2[CH:10]=[C:11]([CH2:15][C:16]([O:18][CH2:19][CH3:20])=[O:17])[CH:12]=[CH:13][CH:14]=2)O1.Br[C:23]1[N:27]([CH3:28])[N:26]=[CH:25][CH:24]=1.C([O-])([O-])=O.[K+].[K+].O1CCOCC1, predict the reaction product. The product is: [CH3:28][N:27]1[C:23]([C:9]2[CH:10]=[C:11]([CH2:15][C:16]([O:18][CH2:19][CH3:20])=[O:17])[CH:12]=[CH:13][CH:14]=2)=[CH:24][CH:25]=[N:26]1. (5) Given the reactants [OH:1][C:2]1[CH:3]=[C:4]2[C:8](=[CH:9][C:10]=1[OH:11])[C:7](=[O:12])[CH2:6][CH2:5]2.IC.[C:15](=O)([O-])[O-].[Li+].[Li+], predict the reaction product. The product is: [OH:11][C:10]1[CH:9]=[C:8]2[C:4]([CH2:5][CH2:6][C:7]2=[O:12])=[CH:3][C:2]=1[O:1][CH3:15]. (6) The product is: [Cl:25][C:2]1[C:3]([Cl:12])=[C:4]([Cl:11])[C:5]2[N:6]([CH:8]=[CH:9][N:10]=2)[N:7]=1. Given the reactants O[C:2]1[C:3]([Cl:12])=[C:4]([Cl:11])[C:5]2[N:6]([CH:8]=[CH:9][N:10]=2)[N:7]=1.CCOC1C=CC(N)=CC=1.O=P(Cl)(Cl)[Cl:25], predict the reaction product. (7) Given the reactants [CH:1]([C:3]1[CH:11]=[CH:10][C:6]([C:7]([OH:9])=[O:8])=[CH:5][CH:4]=1)=O.[O:12]1[CH2:17][CH2:16][N:15]([C:18]2[CH:24]=[CH:23][C:21]([NH2:22])=[CH:20][CH:19]=2)[CH2:14][CH2:13]1.[Sn](CCCC)(CCCC)(Cl)Cl.C1([SiH3])C=CC=CC=1, predict the reaction product. The product is: [N:15]1([C:18]2[CH:19]=[CH:20][C:21]([NH:22][CH2:1][C:3]3[CH:11]=[CH:10][C:6]([C:7]([OH:9])=[O:8])=[CH:5][CH:4]=3)=[CH:23][CH:24]=2)[CH2:14][CH2:13][O:12][CH2:17][CH2:16]1. (8) Given the reactants [CH2:1]([O:5][C:6]1[CH:11]=[CH:10][C:9]([C:12]([C:14]2[CH:19]=[CH:18][CH:17]=[CH:16][CH:15]=2)=[O:13])=[CH:8][CH:7]=1)[CH2:2][C:3]#[CH:4].[CH2:20]([O:22][C:23](=[O:42])[C@@H:24]([O:40][CH3:41])[CH2:25][C:26]1[CH:31]=[CH:30][C:29](OS(C(F)(F)F)(=O)=O)=[CH:28][CH:27]=1)[CH3:21], predict the reaction product. The product is: [CH2:20]([O:22][C:23](=[O:42])[C@@H:24]([O:40][CH3:41])[CH2:25][C:26]1[CH:31]=[CH:30][C:29]([C:4]#[C:3][CH2:2][CH2:1][O:5][C:6]2[CH:11]=[CH:10][C:9]([C:12](=[O:13])[C:14]3[CH:19]=[CH:18][CH:17]=[CH:16][CH:15]=3)=[CH:8][CH:7]=2)=[CH:28][CH:27]=1)[CH3:21]. (9) Given the reactants [CH:1]1[CH:2]=[C:3]([CH2:6][NH:7][C:8]2[C:13]([C:14]([OH:16])=[O:15])=[CH:12][C:11]([S:17]([NH2:20])(=[O:19])=[O:18])=[C:10]([Cl:21])[CH:9]=2)[O:4][CH:5]=1.Cl[CH2:23][C:24]#[N:25].C(N(CC)CC)C, predict the reaction product. The product is: [NH2:20][S:17]([C:11]1[C:10]([Cl:21])=[CH:9][C:8]([NH:7][CH2:6][C:3]2[O:4][CH:5]=[CH:1][CH:2]=2)=[C:13]([CH:12]=1)[C:14]([O:16][CH2:23][C:24]#[N:25])=[O:15])(=[O:19])=[O:18]. (10) Given the reactants [N+:1]([C:4]1[CH:9]=[CH:8][CH:7]=[CH:6][C:5]=1[CH2:10][C:11]([OH:13])=[O:12])([O-:3])=[O:2].[CH2:14]1CCC(N=C=NC2CCCCC2)CC1.CO, predict the reaction product. The product is: [CH3:14][O:12][C:11](=[O:13])[CH2:10][C:5]1[CH:6]=[CH:7][CH:8]=[CH:9][C:4]=1[N+:1]([O-:3])=[O:2].